The task is: Binary Classification. Given a miRNA mature sequence and a target amino acid sequence, predict their likelihood of interaction.. This data is from Experimentally validated miRNA-target interactions with 360,000+ pairs, plus equal number of negative samples. (1) The miRNA is hsa-miR-875-5p with sequence UAUACCUCAGUUUUAUCAGGUG. The protein sequence of the target gene is MAPPAPGPASGGSGEVDELFDVKNAFYIGSYQQCINEAQRVKLSSPERDVERDVFLYRAYLAQRKFGVVLDEIKPSSAPELQAVRMFADYLAHESRRDSIVAELDREMSRSVDVTNTTFLLMAASIYLHDQNPDAALRALHQGDSLECTAMTVQILLKLDRLDLARKELKRMQDLDEDATLTQLATAWVSLATGGEKLQDAYYIFQEMADKCSPTLLLLNGQAACHMAQGRWEAAEGLLQEALDKDSGYPETLVNLIVLSQHLGKPPEVTNRYLSQLKDAHRSHPFIKEYQAKENDFDRL.... Result: 0 (no interaction). (2) The miRNA is cel-miR-792-3p with sequence UUGAAAUCUCUUCAACUUUCAGA. The protein sequence of the target gene is MGNHSGKRELSAEKASKDGEIHRGEAGKKRSVGKLSQTASEDSDVFGEADAIQNNGTSAEDTAVTDSKHTADPKNNWQGAHPADPGNRPHLIRLFSRDAPGREDNTFKDRPSESDELQTIQEDPTAASGGLDVMASQKRPSQRSKYLATASTMDHARHGFLPRHRDTGILDSIGRFFSGDRGAPKRGSGKDSHTRTTHYGSLPQKSQHGRTQDENPVVHFFKNIVTPRTPPPSQGKGGRDSRSGSPMARR. Result: 0 (no interaction). (3) The miRNA is hsa-miR-629-3p with sequence GUUCUCCCAACGUAAGCCCAGC. The protein sequence of the target gene is MARKLVMFRDVAIDFSQEEWECLDSAQRDLYRDVMLENYSNLVSLDLPSRCASKDLSPEKNTYETELSQWEMSDRLENCDLEESNSRDYLEAKGKMEKQQENQKEYFRQGMIIYDKMSIFNQHTYLSQHSRCHSTEKPYKCKECGKAFRRASHLTQHQSIHTGEKPYECKQCGKAFSRDSQLSLHQRLHTGEKPYACKECGKAFTQSSQLILHHRIHTGEKPYKCEECGKAFIRSSQLTRHQKVHTGEKPYECKECGKAFTQNSQLTLHQRLHTGEKLYECKECRKVFTQLSQLILHKRI.... Result: 0 (no interaction). (4) The miRNA is rno-miR-10b-5p with sequence CCCUGUAGAACCGAAUUUGUGU. The protein sequence of the target gene is MTSKLAVALLAAFLLSAALCEAAVLSRMSTELRCQCIKTHSTPFHPKFIKELRVIESGPHCENSEIIVKLTNGNEVCLNPKEKWVQKVVQVFVKRAEKQDP. Result: 0 (no interaction). (5) The miRNA is hsa-miR-1293 with sequence UGGGUGGUCUGGAGAUUUGUGC. The protein sequence of the target gene is MAELQQLQEFEIPTGREALRGNHSALLRVADYCEDNYVQATDKRKALEETMAFTTQALASVAYQVGNLAGHTLRMLDLQGAALRQVEARVSTLGQMVNMHMEKVARREIGTLATVQRLPPGQKVIAPENLPPLTPYCRRPLNFGCLDDIGHGIKDLSTQLSRTGTLSRKSIKAPATPASATLGRPPRIPEPVHLPVVPDGRLSAASSAFSLASAGSAEGVGGAPTPKGQAAPPAPPLPSSLDPPPPPAAVEVFQRPPTLEELSPPPPDEELPLPLDLPPPPPLDGDELGLPPPPPGFGPD.... Result: 0 (no interaction). (6) The protein sequence of the target gene is MMAENNLKMLKIQQCVVANKLPRNRPYVCNICFKHFETPSKLARHYLIHTGQKPFECDVCHKTFRQLVHLERHQLTHSLPFKCSICQRHFKNLKTFVKHQQLHNETYQNNVKQVRRLLEAKQEKSMYGVYNTFTTEERWALHPCSKSDPMYSMKRRKNIHACTICGKMFPSQSKLDRHVLIHTGQRPFKCVLCTKSFRQSTHLKIHQLTHSEERPFQCCFCQKGFKIQSKLLKHKQIHTRNKAFRALLLKKRRTESRPLPNKLNANQGGFENGEIGESEENNPLDVHSIYIVPFQCPKCE.... The miRNA is hsa-miR-3664-3p with sequence UCUCAGGAGUAAAGACAGAGUU. Result: 1 (interaction).